The task is: Predict the reaction yield, written as a fraction of the theoretical maximum amount of product (1.0 means a 100% yield; for example, 0.34 means a 34% yield).. This data is from Reaction yield outcomes from USPTO patents with 853,638 reactions. The reactants are N1([C:6](N2C=CN=C2)=[O:7])C=CN=C1.[CH2:13]([CH:15]([CH2:18][CH3:19])[CH2:16][OH:17])[CH3:14].[CH3:20][S:21]([C:24]1[CH:29]=[CH:28][C:27]([N:30]2[C:34]3=[N:35][CH:36]=[N:37][C:38]([O:39][CH:40]4[CH2:45][CH2:44][NH:43][CH2:42][CH2:41]4)=[C:33]3[CH:32]=[N:31]2)=[CH:26][CH:25]=1)(=[O:23])=[O:22].C(N(CC)CC)C. The catalyst is CS(C)=O. The product is [CH2:13]([CH:15]([CH2:18][CH3:19])[CH2:16][O:17][C:6]([N:43]1[CH2:44][CH2:45][CH:40]([O:39][C:38]2[N:37]=[CH:36][N:35]=[C:34]3[N:30]([C:27]4[CH:28]=[CH:29][C:24]([S:21]([CH3:20])(=[O:22])=[O:23])=[CH:25][CH:26]=4)[N:31]=[CH:32][C:33]=23)[CH2:41][CH2:42]1)=[O:7])[CH3:14]. The yield is 0.360.